Predict the reaction yield, written as a fraction of the theoretical maximum amount of product (1.0 means a 100% yield; for example, 0.34 means a 34% yield). From a dataset of Reaction yield outcomes from USPTO patents with 853,638 reactions. (1) The reactants are [Br:1][C:2]1[CH:10]=[C:6]([C:7]([OH:9])=O)[C:5]([OH:11])=[CH:4][CH:3]=1.[Br:12][C:13]1[CH:14]=[C:15]([CH:17]=[C:18]([C:20]([F:23])([F:22])[F:21])[CH:19]=1)[NH2:16]. No catalyst specified. The product is [Br:1][C:2]1[CH:3]=[CH:4][C:5]([OH:11])=[C:6]([CH:10]=1)[C:7]([NH:16][C:15]1[CH:17]=[C:18]([C:20]([F:21])([F:22])[F:23])[CH:19]=[C:13]([Br:12])[CH:14]=1)=[O:9]. The yield is 0.733. (2) The reactants are CO[C:3]([C:5]1[CH:6]=[CH:7][C:8]2[N:9]([CH:20]=[N:21][CH:22]=2)[C:10]=1[NH:11][C:12]1[CH:17]=[CH:16][C:15]([I:18])=[CH:14][C:13]=1[F:19])=[O:4].[CH:23]([O:25][CH2:26][CH2:27][O:28][NH2:29])=[CH2:24].C[Si]([N-][Si](C)(C)C)(C)C.[Li+]. The catalyst is C1COCC1. The product is [CH:23]([O:25][CH2:26][CH2:27][O:28][NH:29][C:3]([C:5]1[CH:6]=[CH:7][C:8]2[N:9]([CH:20]=[N:21][CH:22]=2)[C:10]=1[NH:11][C:12]1[CH:17]=[CH:16][C:15]([I:18])=[CH:14][C:13]=1[F:19])=[O:4])=[CH2:24]. The yield is 0.600. (3) The reactants are [CH3:1][O:2][C:3]1[CH:4]=[C:5]([CH:27]=[C:28]([CH3:39])[C:29]=1[N:30]1[CH:34]=[C:33]([C:35]([F:38])([F:37])[F:36])[CH:32]=[N:31]1)[O:6][CH:7]([C:11]1[CH:26]=[CH:25][C:14]([C:15]([NH:17][CH2:18][CH2:19][C:20]([O:22]CC)=[O:21])=[O:16])=[CH:13][CH:12]=1)[CH2:8][CH2:9][CH3:10].O1CCCC1.CO.[OH-].[Na+]. The catalyst is C(Cl)Cl. The product is [CH3:1][O:2][C:3]1[CH:4]=[C:5]([CH:27]=[C:28]([CH3:39])[C:29]=1[N:30]1[CH:34]=[C:33]([C:35]([F:36])([F:38])[F:37])[CH:32]=[N:31]1)[O:6][CH:7]([C:11]1[CH:12]=[CH:13][C:14]([C:15]([NH:17][CH2:18][CH2:19][C:20]([OH:22])=[O:21])=[O:16])=[CH:25][CH:26]=1)[CH2:8][CH2:9][CH3:10]. The yield is 0.740. (4) The reactants are C([O:3][C:4]([C:6]1[CH:7]=[N:8][C:9]2[C:14]([C:15]=1[N:16]([CH2:28][C:29]1[CH:34]=[CH:33][CH:32]=[CH:31][CH:30]=1)[S:17]([C:20]1[CH:25]=[CH:24][C:23]([O:26][CH3:27])=[CH:22][CH:21]=1)(=[O:19])=[O:18])=[CH:13][CH:12]=[C:11]([C:35]([F:38])([F:37])[F:36])[CH:10]=2)=[O:5])C.[OH-].[Na+].Cl. The catalyst is CO.C1COCC1. The product is [CH2:28]([N:16]([S:17]([C:20]1[CH:25]=[CH:24][C:23]([O:26][CH3:27])=[CH:22][CH:21]=1)(=[O:19])=[O:18])[C:15]1[C:14]2[C:9](=[CH:10][C:11]([C:35]([F:37])([F:38])[F:36])=[CH:12][CH:13]=2)[N:8]=[CH:7][C:6]=1[C:4]([OH:5])=[O:3])[C:29]1[CH:30]=[CH:31][CH:32]=[CH:33][CH:34]=1. The yield is 0.820. (5) The reactants are [F:1][C:2]1[CH:7]=[CH:6][C:5]([OH:8])=[CH:4][CH:3]=1.[H-].[Na+].Cl.[Br:12][C:13]1[CH:14]=[CH:15][C:16]([CH2:19]Cl)=[N:17][CH:18]=1.C(N(CC)CC)C. The catalyst is C(OCC)(=O)C.O.CN(C)C=O. The product is [Br:12][C:13]1[CH:14]=[CH:15][C:16]([CH2:19][O:8][C:5]2[CH:6]=[CH:7][C:2]([F:1])=[CH:3][CH:4]=2)=[N:17][CH:18]=1. The yield is 0.636. (6) The reactants are Cl.[Cl:2][C:3]1[C:8]([Cl:9])=[CH:7][CH:6]=[CH:5][C:4]=1[NH:10][NH2:11].C(O[CH:15]=[C:16]([C:19]#[N:20])[C:17]#[N:18])C.ClC1C(Cl)=CC=CC=1NN. The catalyst is CO. The product is [NH2:20][C:19]1[N:10]([C:4]2[CH:5]=[CH:6][CH:7]=[C:8]([Cl:9])[C:3]=2[Cl:2])[N:11]=[CH:15][C:16]=1[C:17]#[N:18]. The yield is 1.00. (7) The reactants are [NH2:1][C:2]1[CH:7]=[CH:6][C:5]([C:8]2[N:9]([CH2:22][CH3:23])[C:10]3[C:15]([C:16]=2[C:17]#[N:18])=[CH:14][CH:13]=[C:12]([O:19][CH2:20][CH3:21])[CH:11]=3)=[CH:4][CH:3]=1.[P:24](Cl)([O:29][CH2:30][CH3:31])([O:26][CH2:27][CH3:28])=[O:25].C(N(C(C)C)CC)(C)C.C(OCC)(=O)C. The catalyst is O1CCOCC1. The product is [C:17]([C:16]1[C:15]2[C:10](=[CH:11][C:12]([O:19][CH2:20][CH3:21])=[CH:13][CH:14]=2)[N:9]([CH2:22][CH3:23])[C:8]=1[C:5]1[CH:4]=[CH:3][C:2]([NH:1][P:24](=[O:25])([O:29][CH2:30][CH3:31])[O:26][CH2:27][CH3:28])=[CH:7][CH:6]=1)#[N:18]. The yield is 0.510.